This data is from Full USPTO retrosynthesis dataset with 1.9M reactions from patents (1976-2016). The task is: Predict the reactants needed to synthesize the given product. The reactants are: [CH3:1][C:2]1([CH3:25])[C:10]2[C:5](=[N:6][CH:7]=[CH:8][N:9]=2)[N:4]([CH:11]2[CH2:16][CH2:15][N:14](C(OC(C)(C)C)=O)[CH2:13][CH2:12]2)[C:3]1=[O:24].[ClH:26]. Given the product [ClH:26].[CH3:1][C:2]1([CH3:25])[C:10]2[C:5](=[N:6][CH:7]=[CH:8][N:9]=2)[N:4]([CH:11]2[CH2:16][CH2:15][NH:14][CH2:13][CH2:12]2)[C:3]1=[O:24], predict the reactants needed to synthesize it.